From a dataset of Experimentally validated miRNA-target interactions with 360,000+ pairs, plus equal number of negative samples. Binary Classification. Given a miRNA mature sequence and a target amino acid sequence, predict their likelihood of interaction. The miRNA is hsa-miR-299-5p with sequence UGGUUUACCGUCCCACAUACAU. The protein sequence of the target gene is MPYLYRAPGPQAHPVPKDARITHSSGQSFEQMRQECLQRGTLFEDADFPASNSSLFYSERPQIPFVWKRPGEIVKNPEFILGGATRTDICQGELGDCWLLAAIASLTLNQKALARVIPQDQSFGPGYAGIFHFQFWQHSEWLDVVIDDRLPTFRDRLVFLHSADHNEFWSALLEKAYAKLNGSYEALKGGSAIEAMEDFTGGVAETFQTKEAPENFYEILEKALKRGSLLGCFIDTRSAAESEARTPFGLIKGHAYSVTGIDQVSFRGQRIELIRIRNPWGQVEWNGSWSDSSPEWRSVG.... Result: 0 (no interaction).